Dataset: Forward reaction prediction with 1.9M reactions from USPTO patents (1976-2016). Task: Predict the product of the given reaction. (1) Given the reactants Cl[CH2:2][C:3]1[N:4]([CH2:16][CH2:17][NH:18][C:19](=[O:25])[O:20][C:21]([CH3:24])([CH3:23])[CH3:22])[C:5]2[C:14]3[CH:13]=[CH:12][CH:11]=[CH:10][C:9]=3[N:8]=[CH:7][C:6]=2[N:15]=1.CC(C)([O-])C.[K+], predict the reaction product. The product is: [CH:13]1[CH:12]=[CH:11][CH:10]=[C:9]2[C:14]=1[C:5]1[N:4]3[CH2:16][CH2:17][N:18]([C:19]([O:20][C:21]([CH3:24])([CH3:23])[CH3:22])=[O:25])[CH2:2][C:3]3=[N:15][C:6]=1[CH:7]=[N:8]2. (2) The product is: [Br:1][C:2]1[CH:3]=[C:4]2[C:10]([CH:11]([CH3:13])[CH3:12])=[CH:9][N:8]([S:15]([C:18]3[CH:19]=[CH:20][C:21]([CH3:22])=[CH:23][CH:24]=3)(=[O:16])=[O:17])[C:5]2=[N:6][CH:7]=1. Given the reactants [Br:1][C:2]1[CH:3]=[C:4]2[C:10]([C:11](O)([CH3:13])[CH3:12])=[CH:9][N:8]([S:15]([C:18]3[CH:24]=[CH:23][C:21]([CH3:22])=[CH:20][CH:19]=3)(=[O:17])=[O:16])[C:5]2=[N:6][CH:7]=1.C([SiH](CC)CC)C.C(=O)(O)[O-].[Na+], predict the reaction product. (3) Given the reactants [NH2:1][C@H:2]([C:7]([OH:9])=O)[CH2:3][CH2:4][S:5][CH3:6].Cl.CN(C)CCCN=C=NCC.[CH:22]1[CH:23]=[CH:24][C:25]2N(O)N=N[C:26]=2[CH:27]=1.[C:32]([O:36][C:37](=[O:41])[C@H:38]([CH3:40])[NH2:39])([CH3:35])([CH3:34])[CH3:33], predict the reaction product. The product is: [CH2:32]([O:36][C:37]([NH:1][C@H:2]([C:7]([NH:39][C@H:38]([C:37]([O:36][C:32]([CH3:35])([CH3:34])[CH3:33])=[O:41])[CH3:40])=[O:9])[CH2:3][CH2:4][S:5][CH3:6])=[O:41])[C:26]1[CH:25]=[CH:24][CH:23]=[CH:22][CH:27]=1.